Dataset: Peptide-MHC class I binding affinity with 185,985 pairs from IEDB/IMGT. Task: Regression. Given a peptide amino acid sequence and an MHC pseudo amino acid sequence, predict their binding affinity value. This is MHC class I binding data. (1) The binding affinity (normalized) is 0. The peptide sequence is HPTARRPFGV. The MHC is Patr-A0701 with pseudo-sequence Patr-A0701. (2) The peptide sequence is MVFQNYALY. The MHC is HLA-B51:01 with pseudo-sequence HLA-B51:01. The binding affinity (normalized) is 0.0847. (3) The peptide sequence is VRDPKTSEI. The MHC is HLA-B27:05 with pseudo-sequence HLA-B27:05. The binding affinity (normalized) is 0.0847. (4) The peptide sequence is VPFVSVNPI. The MHC is HLA-A25:01 with pseudo-sequence HLA-A25:01. The binding affinity (normalized) is 0.0847. (5) The peptide sequence is RVYEALYYV. The MHC is HLA-A11:01 with pseudo-sequence HLA-A11:01. The binding affinity (normalized) is 0.595.